This data is from Forward reaction prediction with 1.9M reactions from USPTO patents (1976-2016). The task is: Predict the product of the given reaction. (1) The product is: [CH2:19]([O:18][C:15]1[CH:14]=[CH:13][C:12]([N:9]2[C:10]([CH3:11])=[C:6]([C:4]([OH:5])=[O:3])[N:7]=[C:8]2[C:26]2[CH:31]=[CH:30][C:29]([Cl:32])=[CH:28][C:27]=2[Cl:33])=[CH:17][CH:16]=1)[C:20]1[CH:21]=[CH:22][CH:23]=[CH:24][CH:25]=1. Given the reactants C([O:3][C:4]([C:6]1[N:7]=[C:8]([C:26]2[CH:31]=[CH:30][C:29]([Cl:32])=[CH:28][C:27]=2[Cl:33])[N:9]([C:12]2[CH:17]=[CH:16][C:15]([O:18][CH2:19][C:20]3[CH:25]=[CH:24][CH:23]=[CH:22][CH:21]=3)=[CH:14][CH:13]=2)[C:10]=1[CH3:11])=[O:5])C.[OH-].[K+].Cl, predict the reaction product. (2) Given the reactants [C:1]([C:4]12[CH2:11][CH2:10][C:7]([NH:12][CH2:13][C:14]([N:16]3[CH2:20][C@@H:19]([F:21])[CH2:18][C@H:17]3[C:22]#[N:23])=[O:15])([CH2:8][CH2:9]1)[CH2:6][CH2:5]2)([OH:3])=[O:2].[F:24][C:25]([F:35])([F:34])[C:26]1[CH:33]=[CH:32][CH:31]=[CH:30][C:27]=1[CH2:28]Br, predict the reaction product. The product is: [F:21][C@@H:19]1[CH2:20][N:16]([C:14](=[O:15])[CH2:13][NH:12][C:7]23[CH2:10][CH2:11][C:4]([C:1]([O:3][CH2:28][C:27]4[CH:30]=[CH:31][CH:32]=[CH:33][C:26]=4[C:25]([F:24])([F:34])[F:35])=[O:2])([CH2:9][CH2:8]2)[CH2:5][CH2:6]3)[C@H:17]([C:22]#[N:23])[CH2:18]1. (3) Given the reactants [Cl:1][C:2]1[CH:3]=[C:4]2[C:9](=[CH:10][C:11]=1[C:12]([N:14]1[CH2:18][CH2:17][CH2:16][CH2:15]1)=[O:13])[N:8]=[CH:7][N:6]=[C:5]2[NH:19][CH:20]([C:26]1[N:30](C(OC(C)(C)C)=O)[C:29]2[CH:38]=[CH:39][C:40]([Cl:42])=[CH:41][C:28]=2[N:27]=1)[CH2:21][CH2:22][C:23]([OH:25])=O.[CH:43]1([NH:46][CH3:47])[CH2:45][CH2:44]1.CN(C(ON1N=NC2C=CC=CC1=2)=[N+](C)C)C.[B-](F)(F)(F)F.FC(F)(F)C(O)=O, predict the reaction product. The product is: [Cl:1][C:2]1[CH:3]=[C:4]2[C:9](=[CH:10][C:11]=1[C:12]([N:14]1[CH2:18][CH2:17][CH2:16][CH2:15]1)=[O:13])[N:8]=[CH:7][N:6]=[C:5]2[NH:19][CH:20]([C:26]1[NH:30][C:29]2[CH:38]=[CH:39][C:40]([Cl:42])=[CH:41][C:28]=2[N:27]=1)[CH2:21][CH2:22][C:23]([N:46]([CH:43]1[CH2:45][CH2:44]1)[CH3:47])=[O:25]. (4) Given the reactants [CH3:1][C:2]1[CH:7]=[CH:6][C:5]([CH:8]2[CH2:13][CH2:12][CH2:11][CH2:10][C:9]2=[O:14])=[CH:4][C:3]=1[C:15]([F:18])([F:17])[F:16].[Br:19]Br, predict the reaction product. The product is: [Br:19][CH:10]1[C:9](=[O:14])[CH:8]([C:5]2[CH:6]=[CH:7][C:2]([CH3:1])=[C:3]([C:15]([F:16])([F:17])[F:18])[CH:4]=2)[CH2:13][CH2:12][CH2:11]1. (5) Given the reactants [C:1]([C:3]1[CH:15]=[CH:14][C:6]2[O:7][CH2:8][C:9]([CH3:13])([CH3:12])[CH2:10][O:11][C:5]=2[CH:4]=1)#[CH:2].I[C:17]1[CH:22]=[CH:21][CH:20]=[C:19]([O:23][CH3:24])[CH:18]=1, predict the reaction product. The product is: [CH3:24][O:23][C:19]1[CH:18]=[C:17]([C:2]#[C:1][C:3]2[CH:15]=[CH:14][C:6]3[O:7][CH2:8][C:9]([CH3:12])([CH3:13])[CH2:10][O:11][C:5]=3[CH:4]=2)[CH:22]=[CH:21][CH:20]=1. (6) Given the reactants [Br:1][C:2]1[CH:7]=[CH:6][C:5]([OH:8])=[C:4]([C:9]2[N:10]=[CH:11][NH:12][CH:13]=2)[CH:3]=1.C(N(CC)CC)C.[C:21](Cl)(=[O:26])[C:22]([CH3:25])([CH3:24])[CH3:23].O, predict the reaction product. The product is: [C:21]([O:8][C:5]1[CH:6]=[CH:7][C:2]([Br:1])=[CH:3][C:4]=1[C:9]1[N:10]=[CH:11][NH:12][CH:13]=1)(=[O:26])[C:22]([CH3:25])([CH3:24])[CH3:23]. (7) Given the reactants [F:1][CH2:2][CH:3]1[CH2:8][CH2:7][N:6]([C:9]([N:11]2[CH2:17][C:16]3[CH:18]=[C:19]([C:22]4[CH:23]=[CH:24][C:25]5[N:29]=[C:28]([NH:30]C(=O)OC)[NH:27][C:26]=5[CH:35]=4)[CH:20]=[CH:21][C:15]=3[O:14][CH2:13][CH2:12]2)=[O:10])[CH2:5][CH2:4]1.[OH-].[K+].Cl.C(OCC)(=O)C, predict the reaction product. The product is: [F:1][CH2:2][CH:3]1[CH2:4][CH2:5][N:6]([C:9]([N:11]2[CH2:17][C:16]3[CH:18]=[C:19]([C:22]4[CH:23]=[CH:24][C:25]5[N:29]=[C:28]([NH2:30])[NH:27][C:26]=5[CH:35]=4)[CH:20]=[CH:21][C:15]=3[O:14][CH2:13][CH2:12]2)=[O:10])[CH2:7][CH2:8]1. (8) The product is: [C:89]([O:93][NH:94][C:38]([C@:2]1([OH:1])[C@H:7]([NH:8][S:9]([C:12]2[CH:17]=[CH:16][C:15]([O:18][CH2:19][C:20]3[C:29]4[C:24](=[CH:25][CH:26]=[CH:27][CH:28]=4)[N:23]=[C:22]([CH3:30])[CH:21]=3)=[CH:14][CH:13]=2)(=[O:11])=[O:10])[CH2:6][CH2:5][N:4]([C:31]([O:33][C:34]([CH3:37])([CH3:35])[CH3:36])=[O:32])[CH2:3]1)=[O:39])([CH3:92])([CH3:91])[CH3:90]. Given the reactants [OH:1][C@@:2]1([C:38](OC)=[O:39])[C@H:7]([NH:8][S:9]([C:12]2[CH:17]=[CH:16][C:15]([O:18][CH2:19][C:20]3[C:29]4[C:24](=[CH:25][CH:26]=[CH:27][CH:28]=4)[N:23]=[C:22]([CH3:30])[CH:21]=3)=[CH:14][CH:13]=2)(=[O:11])=[O:10])[CH2:6][CH2:5][N:4]([C:31]([O:33][C:34]([CH3:37])([CH3:36])[CH3:35])=[O:32])[CH2:3]1.[OH-].[Na+].Cl.C(N(CC)CC)C.C(N(C(C)C)CC)(C)C.CN([P+](ON1N=NC2C=CC=CC1=2)(N(C)C)N(C)C)C.F[P-](F)(F)(F)(F)F.Cl.[C:89]([O:93][NH2:94])([CH3:92])([CH3:91])[CH3:90], predict the reaction product.